This data is from Forward reaction prediction with 1.9M reactions from USPTO patents (1976-2016). The task is: Predict the product of the given reaction. (1) Given the reactants [Cl-].[Br:2][C:3]1[CH:4]=[C:5]([CH:8]=[CH:9][C:10]=1[F:11])[NH:6][NH3+:7].CO[CH:14](OC)[CH2:15][C:16](=O)[CH3:17], predict the reaction product. The product is: [Br:2][C:3]1[CH:4]=[C:5]([N:6]2[CH:14]=[CH:15][C:16]([CH3:17])=[N:7]2)[CH:8]=[CH:9][C:10]=1[F:11]. (2) Given the reactants [Br:1][C:2]1[C:3]([F:9])=[C:4](S)[CH:5]=[CH:6][CH:7]=1.I([O-])(=O)(=O)=O.[Na+].[S:16](Cl)(Cl)(=[O:18])=[O:17].[C:21](=O)([O-])[O-].[Na+].[Na+].[C:27](#[N:29])C, predict the reaction product. The product is: [Br:1][C:2]1[C:3]([F:9])=[C:4]([S:16]([N:29]([CH3:27])[CH3:21])(=[O:18])=[O:17])[CH:5]=[CH:6][CH:7]=1.